From a dataset of Forward reaction prediction with 1.9M reactions from USPTO patents (1976-2016). Predict the product of the given reaction. (1) Given the reactants [C:1]([N:8]1[CH2:13][CH2:12][O:11][C@H:10]([CH2:14][C:15]2[CH:20]=[CH:19][C:18]([OH:21])=[CH:17][CH:16]=2)[CH2:9]1)([O:3][C:4]([CH3:7])([CH3:6])[CH3:5])=[O:2].[Br:22]N1C(=O)CCC1=O.O, predict the reaction product. The product is: [C:1]([N:8]1[CH2:13][CH2:12][O:11][C@H:10]([CH2:14][C:15]2[CH:20]=[CH:19][C:18]([OH:21])=[C:17]([Br:22])[CH:16]=2)[CH2:9]1)([O:3][C:4]([CH3:6])([CH3:7])[CH3:5])=[O:2]. (2) Given the reactants Br[C:2]1[CH:3]=[C:4]([C:8]2([CH3:18])[N:13]=[C:12]([NH2:14])[CH2:11][N:10]3[N:15]=[CH:16][CH:17]=[C:9]23)[CH:5]=[CH:6][CH:7]=1.C1(P(C2C=CC=CC=2)C2C=CC3C(=CC=CC=3)C=2C2C3C(=CC=CC=3)C=CC=2P(C2C=CC=CC=2)C2C=CC=CC=2)C=CC=CC=1.CC(C)([O-])C.[Na+].[C:71](=[NH:84])([C:78]1[CH:83]=[CH:82][CH:81]=[CH:80][CH:79]=1)[C:72]1[CH:77]=[CH:76][CH:75]=[CH:74][CH:73]=1, predict the reaction product. The product is: [C:71](=[N:84][C:2]1[CH:3]=[C:4]([C:8]2([CH3:18])[N:13]=[C:12]([NH2:14])[CH2:11][N:10]3[N:15]=[CH:16][CH:17]=[C:9]23)[CH:5]=[CH:6][CH:7]=1)([C:78]1[CH:79]=[CH:80][CH:81]=[CH:82][CH:83]=1)[C:72]1[CH:77]=[CH:76][CH:75]=[CH:74][CH:73]=1. (3) Given the reactants Br[C:2]1[CH:7]=[CH:6][C:5]([Br:8])=[CH:4][N:3]=1.[C-:9]#[N:10].[C-]#N.[Na+].O, predict the reaction product. The product is: [C:9]([C:2]1[CH:7]=[CH:6][C:5]([Br:8])=[CH:4][N:3]=1)#[N:10]. (4) Given the reactants [OH-].[Na+].C(O)C.[Cl:6][C:7]1[CH:12]=[CH:11][C:10]([C@H:13]2[N:20]3[C:16]([S:17][C:18]([C:24]([O:26]CC)=[O:25])=[C:19]3[CH:21]([CH3:23])[CH3:22])=[N:15][C@:14]2([C:30]2[CH:31]=[N:32][C:33]([Cl:36])=[CH:34][CH:35]=2)[CH3:29])=[CH:9][C:8]=1[F:37], predict the reaction product. The product is: [Cl:6][C:7]1[CH:12]=[CH:11][C:10]([C@H:13]2[N:20]3[C:16]([S:17][C:18]([C:24]([OH:26])=[O:25])=[C:19]3[CH:21]([CH3:22])[CH3:23])=[N:15][C@:14]2([C:30]2[CH:31]=[N:32][C:33]([Cl:36])=[CH:34][CH:35]=2)[CH3:29])=[CH:9][C:8]=1[F:37]. (5) Given the reactants I[C:2]1[CH:7]=[CH:6][CH:5]=[CH:4][N:3]=1.[N:8]1[C:17]2[C:12](=[CH:13][CH:14]=[CH:15][CH:16]=2)[N:11]=[CH:10][C:9]=1[CH:18]([OH:22])[CH2:19][C:20]#[CH:21], predict the reaction product. The product is: [N:3]1[CH:4]=[CH:5][CH:6]=[CH:7][C:2]=1[C:21]#[C:20][CH2:19][CH:18]([C:9]1[CH:10]=[N:11][C:12]2[C:17](=[CH:16][CH:15]=[CH:14][CH:13]=2)[N:8]=1)[OH:22]. (6) Given the reactants [C:1]([O:5][C:6]([N:8]1[CH:13]2[CH2:14][CH2:15][CH:9]1[CH2:10][C:11](=O)[CH2:12]2)=[O:7])([CH3:4])([CH3:3])[CH3:2].[CH3:17][O:18][C:19](=[O:23])[CH2:20][C:21]#[N:22].N1CCCCC1.NCCC(O)=O, predict the reaction product. The product is: [C:1]([O:5][C:6]([N:8]1[CH:13]2[CH2:14][CH2:15][CH:9]1[CH2:10][C:11](=[C:20]([C:21]#[N:22])[C:19]([O:18][CH3:17])=[O:23])[CH2:12]2)=[O:7])([CH3:4])([CH3:3])[CH3:2]. (7) The product is: [NH2:8][C:6]1[CH:5]=[CH:4][C:3]([N:11]2[CH2:16][CH2:15][N:14]([C:17]([O:19][C:20]([CH3:22])([CH3:21])[CH3:23])=[O:18])[CH2:13][CH2:12]2)=[C:2]([Cl:1])[CH:7]=1. Given the reactants [Cl:1][C:2]1[CH:7]=[C:6]([N+:8]([O-])=O)[CH:5]=[CH:4][C:3]=1[N:11]1[CH2:16][CH2:15][N:14]([C:17]([O:19][C:20]([CH3:23])([CH3:22])[CH3:21])=[O:18])[CH2:13][CH2:12]1, predict the reaction product.